Dataset: Full USPTO retrosynthesis dataset with 1.9M reactions from patents (1976-2016). Task: Predict the reactants needed to synthesize the given product. Given the product [C:41]([C:34]1[CH:35]=[N:36][N:37]([CH:38]([CH3:40])[CH3:39])[C:33]=1[C:6]1[N:7]=[C:8]2[C:14]3[CH:15]=[CH:16][C:17]([C:19]([O:21][CH3:22])=[O:20])=[CH:18][C:13]=3[O:12][CH2:11][CH2:10][N:9]2[CH:23]=1)#[N:42], predict the reactants needed to synthesize it. The reactants are: C([Sn](CCCC)(CCCC)[C:6]1[N:7]=[C:8]2[C:14]3[CH:15]=[CH:16][C:17]([C:19]([O:21][CH3:22])=[O:20])=[CH:18][C:13]=3[O:12][CH2:11][CH2:10][N:9]2[CH:23]=1)CCC.N[C:33]1[N:37]([CH:38]([CH3:40])[CH3:39])[N:36]=[CH:35][C:34]=1[C:41]#[N:42].C1(C)C=CC=CC=1.